This data is from Forward reaction prediction with 1.9M reactions from USPTO patents (1976-2016). The task is: Predict the product of the given reaction. Given the reactants Br[CH2:2][CH2:3][CH2:4][C:5]([O:7][C:8]([CH3:11])([CH3:10])[CH3:9])=[O:6].Cl[C:13](=[O:18])[C:14]([O:16][CH3:17])=[O:15].C(OC(CCCCCC(=O)C(OC)=O)=O)(C)(C)C, predict the reaction product. The product is: [C:8]([O:7][C:5]([CH2:4][CH2:3][CH2:2][C:13](=[O:18])[C:14]([O:16][CH3:17])=[O:15])=[O:6])([CH3:11])([CH3:10])[CH3:9].